This data is from Full USPTO retrosynthesis dataset with 1.9M reactions from patents (1976-2016). The task is: Predict the reactants needed to synthesize the given product. (1) Given the product [C:25]([CH:23]([CH:21]([C:20]([OH:29])=[O:28])[OH:22])[OH:24])([OH:27])=[O:26].[CH3:1][CH:2]([CH3:19])[CH2:3][N:4]([CH2:11][C:12]1[S:16][C:15]([CH3:17])=[N:14][C:13]=1[CH3:18])[CH:5]1[CH2:10][CH2:9][NH:8][CH2:7][CH2:6]1, predict the reactants needed to synthesize it. The reactants are: [CH3:1][CH:2]([CH3:19])[CH2:3][N:4]([CH2:11][C:12]1[S:16][C:15]([CH3:17])=[N:14][C:13]=1[CH3:18])[CH:5]1[CH2:10][CH2:9][NH:8][CH2:7][CH2:6]1.[C:20]([OH:29])(=[O:28])[C@@H:21]([C@H:23]([C:25]([OH:27])=[O:26])[OH:24])[OH:22]. (2) Given the product [C:19]([NH:1][C@H:2]([C:11]([OH:13])=[O:12])[CH2:3][C:4]1[CH:5]=[CH:6][C:7]([O:10][C:19]([O:18][C:14]([CH3:17])([CH3:16])[CH3:15])=[O:20])=[CH:8][CH:9]=1)([O:18][C:14]([CH3:17])([CH3:16])[CH3:15])=[O:29], predict the reactants needed to synthesize it. The reactants are: [NH2:1][C@H:2]([C:11]([OH:13])=[O:12])[CH2:3][C:4]1[CH:9]=[CH:8][C:7]([OH:10])=[CH:6][CH:5]=1.[C:14]([O:18][C:19](O[C:19]([O:18][C:14]([CH3:17])([CH3:16])[CH3:15])=[O:20])=[O:20])([CH3:17])([CH3:16])[CH3:15].[OH-:29].[K+]. (3) Given the product [CH3:1][O:2][C:3](=[O:11])[C:4]1[CH:9]=[C:8]([N+:17]([O-:19])=[O:18])[CH:7]=[N:6][C:5]=1[NH2:10], predict the reactants needed to synthesize it. The reactants are: [CH3:1][O:2][C:3](=[O:11])[C:4]1[CH:9]=[CH:8][CH:7]=[N:6][C:5]=1[NH2:10].C(=O)(O)[O-].[Na+].[N+:17]([O-])([OH:19])=[O:18]. (4) Given the product [CH2:22]1[C:13](=[O:16])[C:5]2[CH:4]=[CH:3][NH:2][C:10]=2[C:9](=[O:38])[NH:20][CH2:21]1, predict the reactants needed to synthesize it. The reactants are: [N].[NH:2]1[C:10]2[C:5](=CC=C[CH:9]=2)[CH:4]=[CH:3]1.CI.[C:13]([O-:16])([O-])=O.[K+].[K+].C[N:20]1C2C(=CC=CC=2)[CH:22]=[CH:21]1.N1C2C(=CC=CC=2)C=C1.[O:38]=P12OP3(OP(OP(O3)(O1)=O)(=O)O2)=O.CS(O)(=O)=O. (5) Given the product [Cl:1][C:2]1[C:3]2[CH:10]=[C:9]([C:11]#[N:13])[S:8][C:4]=2[N:5]=[CH:6][N:7]=1, predict the reactants needed to synthesize it. The reactants are: [Cl:1][C:2]1[C:3]2[CH:10]=[C:9]([C:11]([NH2:13])=O)[S:8][C:4]=2[N:5]=[CH:6][N:7]=1.N1C(Cl)=NC(Cl)=NC=1Cl. (6) The reactants are: [C:1]([S:4][C@H:5]1[CH2:9][N:8]([S:10]([C:13]2[CH:22]=[CH:21][C:20]3[C:15](=[CH:16][CH:17]=[CH:18][CH:19]=3)[CH:14]=2)(=[O:12])=[O:11])[C@H:7]([C:23]([N:25]([CH2:34][C:35]([OH:37])=[O:36])[CH2:26][CH2:27][C:28]2[CH:33]=[CH:32][CH:31]=[CH:30][CH:29]=2)=[O:24])[CH2:6]1)(=[O:3])[CH3:2].[CH3:38][CH2:39]O.CCN=C=NCCCN(C)C. Given the product [CH2:38]([O:36][C:35](=[O:37])[CH2:34][N:25]([C:23]([C@@H:7]1[CH2:6][C@@H:5]([S:4][C:1](=[O:3])[CH3:2])[CH2:9][N:8]1[S:10]([C:13]1[CH:22]=[CH:21][C:20]2[C:15](=[CH:16][CH:17]=[CH:18][CH:19]=2)[CH:14]=1)(=[O:12])=[O:11])=[O:24])[CH2:26][CH2:27][C:28]1[CH:29]=[CH:30][CH:31]=[CH:32][CH:33]=1)[CH3:39], predict the reactants needed to synthesize it. (7) Given the product [C:13](=[O:14])([O:9][C:4]1[CH:5]=[CH:6][CH:7]=[CH:8][C:3]=1[C:2]([F:10])([F:11])[F:1])[O:15][CH2:16][CH3:17], predict the reactants needed to synthesize it. The reactants are: [F:1][C:2]([F:11])([F:10])[C:3]1[CH:8]=[CH:7][CH:6]=[CH:5][C:4]=1[OH:9].Cl[C:13]([O:15][CH2:16][CH3:17])=[O:14].C(N(CC)CC)C.